This data is from Full USPTO retrosynthesis dataset with 1.9M reactions from patents (1976-2016). The task is: Predict the reactants needed to synthesize the given product. (1) The reactants are: C([O:3][C:4](=[O:33])[C:5](C)([O:7][C:8]1[CH:13]=[CH:12][C:11]([O:14][CH2:15][CH2:16][C:17]2[N:18]=[C:19]([C:23]3[CH:28]=[CH:27][CH:26]=[CH:25][CH:24]=3)[O:20][C:21]=2[CH3:22])=[CH:10][C:9]=1[CH2:29][CH2:30][CH3:31])C)C.[OH-].[Na+]. Given the product [CH3:22][C:21]1[O:20][C:19]([C:23]2[CH:24]=[CH:25][CH:26]=[CH:27][CH:28]=2)=[N:18][C:17]=1[CH2:16][CH2:15][O:14][C:11]1[CH:12]=[CH:13][C:8]([O:7][CH2:5][C:4]([OH:33])=[O:3])=[C:9]([CH2:29][CH2:30][CH3:31])[CH:10]=1, predict the reactants needed to synthesize it. (2) Given the product [Br:1][C:2]1[CH:14]=[C:13]2[C:5]([C:6]3[CH:7]=[CH:8][C:9]([C:17]4[NH:21][C:20]([C@@H:22]5[CH2:26][CH2:25][CH2:24][N:23]5[C:27](=[O:29])[C@@H:46]([NH:45][C:43](=[O:44])[O:42][CH3:41])[CH:50]([CH3:52])[CH3:51])=[N:19][CH:18]=4)=[CH:10][C:11]=3[C:12]2([F:15])[F:16])=[CH:4][CH:3]=1, predict the reactants needed to synthesize it. The reactants are: [Br:1][C:2]1[CH:14]=[C:13]2[C:5]([C:6]3[CH:7]=[CH:8][C:9]([C:17]4[NH:21][C:20]([C@@H:22]5[CH2:26][CH2:25][CH2:24][N:23]5[C:27]([O:29]C(C)(C)C)=O)=[N:19][CH:18]=4)=[CH:10][C:11]=3[C:12]2([F:16])[F:15])=[CH:4][CH:3]=1.Cl.O1CCOCC1.[CH3:41][O:42][C:43]([NH:45][C@@H:46]([CH:50]([CH3:52])[CH3:51])C(O)=O)=[O:44].CN(C(ON1N=NC2C=CC=NC1=2)=[N+](C)C)C.F[P-](F)(F)(F)(F)F.C(N(C(C)C)CC)(C)C. (3) Given the product [CH3:53][O:52][C@@H:49]1[CH2:50][CH2:51][N:47]([C:45]([C:43]2[S:44][C:37]3[C:38](=[N:39][CH:40]=[CH:41][C:36]=3[O:35][C:32]3[CH:33]=[CH:34][C:29]([C:24](=[O:23])[C:25]([NH:27][CH3:28])=[O:26])=[CH:30][CH:31]=3)[CH:42]=2)=[O:46])[CH2:48]1, predict the reactants needed to synthesize it. The reactants are: CC(OI1(OC(C)=O)(OC(C)=O)OC(=O)C2C=CC=CC1=2)=O.[OH:23][CH:24]([C:29]1[CH:34]=[CH:33][C:32]([O:35][C:36]2[CH:41]=[CH:40][N:39]=[C:38]3[CH:42]=[C:43]([C:45]([N:47]4[CH2:51][CH2:50][C@@H:49]([O:52][CH3:53])[CH2:48]4)=[O:46])[S:44][C:37]=23)=[CH:31][CH:30]=1)[C:25]([NH:27][CH3:28])=[O:26].C([O-])(O)=O.[Na+]. (4) Given the product [O:26]1[C:25]2[CH:29]=[CH:30][C:22]([C:19]3([C:17]([NH:16][C:11]4[CH:10]=[C:9]([C:6]5[CH:5]=[CH:4][C:3]([CH2:2][NH:1][S:34]([CH2:31][CH2:32][CH3:33])(=[O:36])=[O:35])=[CH:8][CH:7]=5)[C:14]([CH3:15])=[CH:13][CH:12]=4)=[O:18])[CH2:20][CH2:21]3)=[CH:23][C:24]=2[O:28][CH2:27]1, predict the reactants needed to synthesize it. The reactants are: [NH2:1][CH2:2][C:3]1[CH:8]=[CH:7][C:6]([C:9]2[C:14]([CH3:15])=[CH:13][CH:12]=[C:11]([NH:16][C:17]([C:19]3([C:22]4[CH:30]=[CH:29][C:25]5[O:26][CH2:27][O:28][C:24]=5[CH:23]=4)[CH2:21][CH2:20]3)=[O:18])[CH:10]=2)=[CH:5][CH:4]=1.[CH2:31]([S:34](Cl)(=[O:36])=[O:35])[CH2:32][CH3:33].CCN(CC)CC. (5) The reactants are: [CH3:1][O:2][C:3]1[CH:4]=[C:5]([CH:14]=[CH:15][C:16]=1[N+:17]([O-:19])=[O:18])[O:6][C:7]1[CH:12]=[CH:11][N:10]=[C:9]([NH2:13])[CH:8]=1.CCN(C(C)C)C(C)C.[CH3:29][O:30][CH2:31][C:32](Cl)=[O:33].N. Given the product [CH3:29][O:30][CH2:31][C:32]([NH:13][C:9]1[CH:8]=[C:7]([O:6][C:5]2[CH:14]=[CH:15][C:16]([N+:17]([O-:19])=[O:18])=[C:3]([O:2][CH3:1])[CH:4]=2)[CH:12]=[CH:11][N:10]=1)=[O:33], predict the reactants needed to synthesize it. (6) Given the product [ClH:10].[ClH:10].[C:5]([NH:8][NH:9][C:44]([C:41]1[N:42]=[CH:43][N:36]2[C:35]3[CH:34]=[CH:33][CH:32]=[C:31]([CH2:30][CH2:29][N:26]4[CH2:27][CH2:28][N:23]([C:19]5[CH:18]=[CH:17][CH:16]=[C:15]6[C:20]=5[CH:21]=[CH:22][C:13]([CH3:12])=[N:14]6)[CH2:24][CH2:25]4)[C:40]=3[O:39][CH2:38][C:37]=12)=[O:45])(=[O:7])[CH3:6], predict the reactants needed to synthesize it. The reactants are: C[Al](C)C.[C:5]([NH:8][NH2:9])(=[O:7])[CH3:6].[ClH:10].Cl.[CH3:12][C:13]1[CH:22]=[CH:21][C:20]2[C:15](=[CH:16][CH:17]=[CH:18][C:19]=2[N:23]2[CH2:28][CH2:27][N:26]([CH2:29][CH2:30][C:31]3[C:40]4[O:39][CH2:38][C:37]5=[C:41]([C:44](OCC)=[O:45])[N:42]=[CH:43][N:36]5[C:35]=4[CH:34]=[CH:33][CH:32]=3)[CH2:25][CH2:24]2)[N:14]=1.